This data is from Full USPTO retrosynthesis dataset with 1.9M reactions from patents (1976-2016). The task is: Predict the reactants needed to synthesize the given product. (1) Given the product [O:21]=[C:22]1[C:30]2[C:25](=[CH:26][CH:27]=[CH:28][CH:29]=2)[C:24](=[O:31])[N:23]1[CH2:32][CH2:33][NH:1][C:2]1[C:3]([C:16]([O:18][CH2:19][CH3:20])=[O:17])=[N:4][CH:5]=[C:6]([CH2:8][C:9]2[CH:10]=[CH:11][C:12]([F:15])=[CH:13][CH:14]=2)[CH:7]=1, predict the reactants needed to synthesize it. The reactants are: [NH2:1][C:2]1[C:3]([C:16]([O:18][CH2:19][CH3:20])=[O:17])=[N:4][CH:5]=[C:6]([CH2:8][C:9]2[CH:14]=[CH:13][C:12]([F:15])=[CH:11][CH:10]=2)[CH:7]=1.[O:21]=[C:22]1[C:30]2[C:25](=[CH:26][CH:27]=[CH:28][CH:29]=2)[C:24](=[O:31])[N:23]1[CH2:32][CH:33]=O.C(O[BH-](OC(=O)C)OC(=O)C)(=O)C.[Na+]. (2) Given the product [CH3:1][C:2]1[CH:7]=[C:6]([N+:8]([O-:10])=[O:9])[CH:5]=[CH:4][C:3]=1[N:11]=[C:12]1[N:16]([CH2:17][CH:18]([OH:23])[C:19]([CH3:21])([CH3:20])[CH3:22])[CH2:15][CH2:14][S:13]1, predict the reactants needed to synthesize it. The reactants are: [CH3:1][C:2]1[CH:7]=[C:6]([N+:8]([O-:10])=[O:9])[CH:5]=[CH:4][C:3]=1[N:11]=[C:12]1[N:16]([CH2:17][C:18](=[O:23])[C:19]([CH3:22])([CH3:21])[CH3:20])[CH2:15][CH2:14][S:13]1.[BH4-].[Na+]. (3) Given the product [CH2:8]([O:7][C:5]([C:4]1[CH:10]=[CH:11][C:12]2[N:1]([CH:2]3[CH2:3][CH2:4][CH2:10][CH2:11][CH2:12]3)[C:20]([C:22]3[CH:32]=[CH:31][C:25]([O:26][CH2:27][C:28]([OH:30])=[O:29])=[CH:24][CH:23]=3)=[N:1][C:2]=2[CH:3]=1)=[O:6])[CH3:9], predict the reactants needed to synthesize it. The reactants are: [NH2:1][C:2]1[CH:3]=[C:4]([CH:10]=[CH:11][C:12]=1C1(N)CCCCC1)[C:5]([O:7][CH2:8][CH3:9])=[O:6].[CH:20]([C:22]1[CH:32]=[CH:31][C:25]([O:26][CH2:27][C:28]([OH:30])=[O:29])=[CH:24][CH:23]=1)=O.OOS([O-])=O.[K+]. (4) Given the product [Cl:1][C:2]1[C:3]([F:16])=[C:4]([C:8](=[O:15])[C:9](=[N+:37]=[N-:38])[C:10]([O:12][CH2:13][CH3:14])=[O:11])[CH:5]=[CH:6][CH:7]=1, predict the reactants needed to synthesize it. The reactants are: [Cl:1][C:2]1[C:3]([F:16])=[C:4]([C:8](=[O:15])[CH2:9][C:10]([O:12][CH2:13][CH3:14])=[O:11])[CH:5]=[CH:6][CH:7]=1.C(N(CC)CC)C.C(NC1C=CC(S([N:37]=[N+:38]=[N-])(=O)=O)=CC=1)(=O)C. (5) The reactants are: [F:1][C:2]1[CH:9]=[C:8]([N+:10]([O-:12])=[O:11])[CH:7]=[CH:6][C:3]=1[CH:4]=[O:5].[BH4-].[Na+]. Given the product [F:1][C:2]1[CH:9]=[C:8]([N+:10]([O-:12])=[O:11])[CH:7]=[CH:6][C:3]=1[CH2:4][OH:5], predict the reactants needed to synthesize it. (6) The reactants are: [C:1]([C:4]1[CH:5]=[N:6][CH:7]=[C:8]([CH:12]=1)[C:9]([OH:11])=[O:10])(=O)[NH2:2].P(Cl)(Cl)(Cl)=O.Cl.[H][H]. Given the product [NH2:2][CH2:1][C:4]1[CH:5]=[N:6][CH:7]=[C:8]([CH:12]=1)[C:9]([OH:11])=[O:10], predict the reactants needed to synthesize it. (7) The reactants are: [C:1]([O:5][C:6](=[O:23])[N:7]([CH2:13][C:14]1[CH:22]=[CH:21][C:17]2[O:18][CH2:19][O:20][C:16]=2[CH:15]=1)[CH2:8][CH2:9][CH2:10][NH:11][CH3:12])([CH3:4])([CH3:3])[CH3:2].C(N(CC)CC)C.[Cl:31][C:32]1[N:36]=[C:35](Cl)[S:34][N:33]=1.O. Given the product [C:1]([O:5][C:6](=[O:23])[N:7]([CH2:13][C:14]1[CH:22]=[CH:21][C:17]2[O:18][CH2:19][O:20][C:16]=2[CH:15]=1)[CH2:8][CH2:9][CH2:10][N:11]([C:35]1[S:34][N:33]=[C:32]([Cl:31])[N:36]=1)[CH3:12])([CH3:4])([CH3:2])[CH3:3], predict the reactants needed to synthesize it.